Dataset: Peptide-MHC class II binding affinity with 134,281 pairs from IEDB. Task: Regression. Given a peptide amino acid sequence and an MHC pseudo amino acid sequence, predict their binding affinity value. This is MHC class II binding data. (1) The peptide sequence is EKKYFAETQFEPLAA. The MHC is HLA-DQA10501-DQB10301 with pseudo-sequence HLA-DQA10501-DQB10301. The binding affinity (normalized) is 0.0867. (2) The MHC is DRB5_0101 with pseudo-sequence DRB5_0101. The peptide sequence is YISAIVQGERMDEPIPA. The binding affinity (normalized) is 0.0982. (3) The peptide sequence is NSCAKNYNCKILPNT. The MHC is HLA-DPA10103-DPB10401 with pseudo-sequence HLA-DPA10103-DPB10401. The binding affinity (normalized) is 0. (4) The MHC is HLA-DPA10103-DPB10401 with pseudo-sequence HLA-DPA10103-DPB10401. The peptide sequence is SGMAEATSLDTMTQM. The binding affinity (normalized) is 0.0323. (5) The peptide sequence is FSSAGGFFTSVGKGI. The MHC is DRB1_1101 with pseudo-sequence DRB1_1101. The binding affinity (normalized) is 0.723. (6) The peptide sequence is KVFEESEYFRLCESL. The MHC is DRB1_0101 with pseudo-sequence DRB1_0101. The binding affinity (normalized) is 0.127. (7) The peptide sequence is SPEVIPMFSALSEGAT. The MHC is HLA-DPA10103-DPB10401 with pseudo-sequence HLA-DPA10103-DPB10401. The binding affinity (normalized) is 0.230.